Dataset: Catalyst prediction with 721,799 reactions and 888 catalyst types from USPTO. Task: Predict which catalyst facilitates the given reaction. (1) Reactant: C[O:2][C:3](=[O:32])[CH2:4][C:5]1[CH:14]=[C:13]([CH:15]2[CH2:20][CH2:19][N:18]([S:21]([C:24]3[CH:29]=[CH:28][CH:27]=[C:26]([Cl:30])[CH:25]=3)(=[O:23])=[O:22])[CH2:17][CH2:16]2)[C:12]2[C:7](=[CH:8][CH:9]=[C:10]([F:31])[CH:11]=2)[CH:6]=1.O.[OH-].[Li+]. Product: [Cl:30][C:26]1[CH:25]=[C:24]([S:21]([N:18]2[CH2:19][CH2:20][CH:15]([C:13]3[C:12]4[C:7](=[CH:8][CH:9]=[C:10]([F:31])[CH:11]=4)[CH:6]=[C:5]([CH2:4][C:3]([OH:32])=[O:2])[CH:14]=3)[CH2:16][CH2:17]2)(=[O:23])=[O:22])[CH:29]=[CH:28][CH:27]=1. The catalyst class is: 20. (2) Reactant: [I:1][C:2]1[N:3]=[C:4]([C@@H:8]2[CH2:12][CH2:11][C@H:10]([CH3:13])[N:9]2[C:14]([O:16][C:17]([CH3:20])([CH3:19])[CH3:18])=[O:15])[NH:5][C:6]=1I.S([O-])([O-])(=O)=S.[Na+].[Na+]. Product: [I:1][C:2]1[NH:3][C:4]([C@@H:8]2[CH2:12][CH2:11][C@H:10]([CH3:13])[N:9]2[C:14]([O:16][C:17]([CH3:18])([CH3:20])[CH3:19])=[O:15])=[N:5][CH:6]=1. The catalyst class is: 40. (3) Reactant: [H-].[H-].[H-].[H-].[Li+].[Al+3].[F:7][C:8]1[CH:9]=[C:10]([CH:14]=[CH:15][C:16]=1[C:17]1[CH:22]=[CH:21][CH:20]=[CH:19][CH:18]=1)[C:11](O)=[O:12].O.[OH-].[K+]. Product: [F:7][C:8]1[CH:9]=[C:10]([CH2:11][OH:12])[CH:14]=[CH:15][C:16]=1[C:17]1[CH:22]=[CH:21][CH:20]=[CH:19][CH:18]=1. The catalyst class is: 1. (4) Reactant: [Si]([O:8][CH2:9][C:10]1[N:15]=[CH:14][C:13]2[N:16]=[CH:17][N:18]([C:19]3[S:23][C:22]([C:24]([NH2:26])=[O:25])=[C:21]([O:27][CH2:28][C:29]4[CH:34]=[CH:33][CH:32]=[CH:31][C:30]=4[CH2:35][CH3:36])[CH:20]=3)[C:12]=2[CH:11]=1)(C(C)(C)C)(C)C.[F-].C([N+](CCCC)(CCCC)CCCC)CCC. Product: [CH2:35]([C:30]1[CH:31]=[CH:32][CH:33]=[CH:34][C:29]=1[CH2:28][O:27][C:21]1[CH:20]=[C:19]([N:18]2[C:12]3[CH:11]=[C:10]([CH2:9][OH:8])[N:15]=[CH:14][C:13]=3[N:16]=[CH:17]2)[S:23][C:22]=1[C:24]([NH2:26])=[O:25])[CH3:36]. The catalyst class is: 1. (5) Reactant: [OH:1][C@H:2]1[CH2:23][CH2:22][C@@:21]2([CH3:24])[C@@H:4]([CH2:5][CH2:6][C@:7]3([CH3:32])[C@@H:20]2[CH2:19][CH:18]=[C:17]2[C@@:8]3([CH3:31])[CH2:9][CH2:10][C@:11]3([CH3:30])[C@H:16]2[CH2:15][C@@:14]([CH3:29])([C:25]([O:27][CH3:28])=[O:26])[CH2:13][CH2:12]3)[C:3]1([CH3:34])[CH3:33].[C:35](Cl)(=[O:37])[CH3:36]. Product: [C:35]([O:1][C@H:2]1[CH2:23][CH2:22][C@@:21]2([CH3:24])[C@@H:4]([CH2:5][CH2:6][C@:7]3([CH3:32])[C@@H:20]2[CH2:19][CH:18]=[C:17]2[C@@:8]3([CH3:31])[CH2:9][CH2:10][C@:11]3([CH3:30])[C@H:16]2[CH2:15][C@@:14]([CH3:29])([C:25]([O:27][CH3:28])=[O:26])[CH2:13][CH2:12]3)[C:3]1([CH3:34])[CH3:33])(=[O:37])[CH3:36]. The catalyst class is: 17. (6) Reactant: Br[C:2]1[S:3][C:4]2[CH:10]=[C:9]([OH:11])[CH:8]=[CH:7][C:5]=2[N:6]=1.Cl.[CH:13]([N:16]1[CH2:21][CH2:20][NH:19][CH2:18][CH2:17]1)([CH3:15])[CH3:14].C(=O)([O-])[O-].[K+].[K+]. Product: [CH:13]([N:16]1[CH2:21][CH2:20][N:19]([C:2]2[S:3][C:4]3[CH:10]=[C:9]([OH:11])[CH:8]=[CH:7][C:5]=3[N:6]=2)[CH2:18][CH2:17]1)([CH3:15])[CH3:14]. The catalyst class is: 9. (7) Reactant: [CH3:1][O:2][C:3]([C@@:5]1([CH3:9])[CH2:8][CH2:7][NH:6]1)=[O:4].[CH2:10](Br)[C:11]1[CH:16]=[CH:15][CH:14]=[CH:13][CH:12]=1. Product: [CH3:1][O:2][C:3]([C@@:5]1([CH3:9])[CH2:8][CH2:7][N:6]1[CH2:10][C:11]1[CH:16]=[CH:15][CH:14]=[CH:13][CH:12]=1)=[O:4]. The catalyst class is: 1.